Predict the product of the given reaction. From a dataset of Forward reaction prediction with 1.9M reactions from USPTO patents (1976-2016). (1) Given the reactants [F:1][C:2]1[CH:9]=[C:8]([C:10]2[NH:14][N:13]=[CH:12][CH:11]=2)[CH:7]=[C:6]([F:15])[C:3]=1[C:4]#[N:5].[C:16]1(P(C2C=CC=CC=2)C2C=CC=CC=2)[CH:21]=CC=C[CH:17]=1.CC(OC(/[N:41]=N/C(OC(C)C)=O)=O)C, predict the reaction product. The product is: [NH2:41][C@@H:16]([CH3:21])[CH2:17][N:13]1[CH:12]=[CH:11][C:10]([C:8]2[CH:7]=[C:6]([F:15])[C:3]([C:4]#[N:5])=[C:2]([F:1])[CH:9]=2)=[N:14]1. (2) The product is: [C:13]([O:11][CH2:10][C@@H:2]([CH2:3][C:4]1[CH:5]=[CH:6][CH:7]=[CH:8][CH:9]=1)[NH2:1])(=[O:12])[NH2:14]. Given the reactants [NH2:1][C@@H:2]([CH2:10][OH:11])[CH2:3][C:4]1[CH:9]=[CH:8][CH:7]=[CH:6][CH:5]=1.[O-:12][C:13]#[N:14].[Na+].CS(O)(=O)=O.[OH-].[Na+], predict the reaction product.